Dataset: Forward reaction prediction with 1.9M reactions from USPTO patents (1976-2016). Task: Predict the product of the given reaction. (1) Given the reactants [OH-].[K+].C(=O)([O-])[O-].[K+].[K+].[CH3:9][N:10]1[CH2:14][CH2:13][CH2:12][CH2:11]1.[H-].[Na+].[CH3:17][C:18](C)([O-:20])C.[K+].C[N:24]([CH3:27])C=O, predict the reaction product. The product is: [N:10]1[CH:14]=[CH:13][CH:12]=[CH:11][C:9]=1[C:27]1[CH:17]=[CH:18][O:20][N:24]=1. (2) The product is: [CH3:17][O:18][C:19](=[O:32])[CH:20]([C:21]1[CH:26]=[CH:25][C:24]([S:27]([CH3:30])(=[O:29])=[O:28])=[C:23]([Cl:31])[CH:22]=1)[CH2:34][C@H:35]1[CH2:40][CH2:39][CH2:38][S:37][CH2:36]1. Given the reactants C([N-]C(C)C)(C)C.[Li+].CN(C)CCN(C)C.[CH3:17][O:18][C:19](=[O:32])[CH2:20][C:21]1[CH:26]=[CH:25][C:24]([S:27]([CH3:30])(=[O:29])=[O:28])=[C:23]([Cl:31])[CH:22]=1.I[CH2:34][C@@H:35]1[CH2:40][CH2:39][CH2:38][S:37][CH2:36]1, predict the reaction product. (3) Given the reactants [CH3:1][NH2:2].S(C1C=CC(C)=CC=1)(O[CH2:7][CH2:8][CH2:9][CH2:10][CH2:11][CH2:12][C:13]([F:31])([F:30])[C:14]([F:29])([F:28])[C:15]([F:27])([F:26])[C:16]([F:25])([F:24])[C:17]([F:23])([F:22])[C:18]([F:21])([F:20])[F:19])(=O)=O, predict the reaction product. The product is: [CH3:1][NH:2][CH2:7][CH2:8][CH2:9][CH2:10][CH2:11][CH2:12][C:13]([F:31])([F:30])[C:14]([F:29])([F:28])[C:15]([F:27])([F:26])[C:16]([F:25])([F:24])[C:17]([F:23])([F:22])[C:18]([F:21])([F:20])[F:19]. (4) Given the reactants [CH3:1][O:2][C:3](=[O:26])[CH:4]([C:18]1[CH:23]=[CH:22][C:21]([Cl:24])=[C:20]([Cl:25])[CH:19]=1)[CH2:5][CH:6]1[CH2:10][CH2:9][CH:8]([O:11]C2CCCCO2)[CH2:7]1, predict the reaction product. The product is: [CH3:1][O:2][C:3](=[O:26])[CH:4]([C:18]1[CH:23]=[CH:22][C:21]([Cl:24])=[C:20]([Cl:25])[CH:19]=1)[CH2:5][CH:6]1[CH2:10][CH2:9][CH:8]([OH:11])[CH2:7]1. (5) The product is: [CH2:11]([O:7][CH:3]1[CH2:4][CH2:5][CH2:6][CH:1]([OH:8])[CH2:2]1)[C:12]1[CH:17]=[CH:16][CH:15]=[CH:14][CH:13]=1. Given the reactants [CH:1]1([OH:8])[CH2:6][CH2:5][CH2:4][CH:3]([OH:7])[CH2:2]1.[H-].[Na+].[CH2:11](Br)[C:12]1[CH:17]=[CH:16][CH:15]=[CH:14][CH:13]=1.CS(C)=O, predict the reaction product. (6) Given the reactants [CH2:1]([OH:3])[CH3:2].[C:4]([C:7]1(CC)[CH2:15][C:14]2[C:9](=[CH:10][CH:11]=[C:12]([F:16])[CH:13]=2)[C:8]1=O)(=O)[CH3:5].[H][H], predict the reaction product. The product is: [CH2:4]([C:7]1([CH2:2][CH:1]=[O:3])[CH2:15][C:14]2[C:9](=[CH:10][CH:11]=[C:12]([F:16])[CH:13]=2)[CH2:8]1)[CH3:5].